The task is: Regression. Given two drug SMILES strings and cell line genomic features, predict the synergy score measuring deviation from expected non-interaction effect.. This data is from NCI-60 drug combinations with 297,098 pairs across 59 cell lines. (1) Drug 1: C1=C(C(=O)NC(=O)N1)F. Drug 2: C1=NC(=NC(=O)N1C2C(C(C(O2)CO)O)O)N. Cell line: SK-MEL-2. Synergy scores: CSS=33.4, Synergy_ZIP=-3.46, Synergy_Bliss=-0.538, Synergy_Loewe=0.986, Synergy_HSA=1.93. (2) Drug 1: CC12CCC(CC1=CCC3C2CCC4(C3CC=C4C5=CN=CC=C5)C)O. Drug 2: C1CC(=O)NC(=O)C1N2C(=O)C3=CC=CC=C3C2=O. Cell line: SF-268. Synergy scores: CSS=6.01, Synergy_ZIP=4.19, Synergy_Bliss=8.34, Synergy_Loewe=4.43, Synergy_HSA=6.02. (3) Drug 1: C1CC(C1)(C(=O)O)C(=O)O.[NH2-].[NH2-].[Pt+2]. Drug 2: CC1=C(C(=O)C2=C(C1=O)N3CC4C(C3(C2COC(=O)N)OC)N4)N. Cell line: SF-268. Synergy scores: CSS=19.7, Synergy_ZIP=-3.80, Synergy_Bliss=4.44, Synergy_Loewe=-10.4, Synergy_HSA=0.732. (4) Drug 1: C1=CN(C(=O)N=C1N)C2C(C(C(O2)CO)O)O.Cl. Drug 2: C1C(C(OC1N2C=NC(=NC2=O)N)CO)O. Cell line: PC-3. Synergy scores: CSS=27.4, Synergy_ZIP=2.25, Synergy_Bliss=3.35, Synergy_Loewe=5.38, Synergy_HSA=7.42. (5) Drug 1: C1CN1P(=S)(N2CC2)N3CC3. Drug 2: CC(C)CN1C=NC2=C1C3=CC=CC=C3N=C2N. Cell line: HT29. Synergy scores: CSS=7.63, Synergy_ZIP=-1.74, Synergy_Bliss=-0.779, Synergy_Loewe=-2.95, Synergy_HSA=-1.42. (6) Drug 2: CN(C(=O)NC(C=O)C(C(C(CO)O)O)O)N=O. Cell line: OVCAR3. Synergy scores: CSS=-5.42, Synergy_ZIP=-0.957, Synergy_Bliss=-8.06, Synergy_Loewe=-19.0, Synergy_HSA=-12.6. Drug 1: CC1=C(C=C(C=C1)NC(=O)C2=CC=C(C=C2)CN3CCN(CC3)C)NC4=NC=CC(=N4)C5=CN=CC=C5. (7) Drug 1: C1=CC(=CC=C1CCCC(=O)O)N(CCCl)CCCl. Drug 2: CC1=C(N=C(N=C1N)C(CC(=O)N)NCC(C(=O)N)N)C(=O)NC(C(C2=CN=CN2)OC3C(C(C(C(O3)CO)O)O)OC4C(C(C(C(O4)CO)O)OC(=O)N)O)C(=O)NC(C)C(C(C)C(=O)NC(C(C)O)C(=O)NCCC5=NC(=CS5)C6=NC(=CS6)C(=O)NCCC[S+](C)C)O. Cell line: NCI-H322M. Synergy scores: CSS=-3.21, Synergy_ZIP=1.80, Synergy_Bliss=-1.62, Synergy_Loewe=-7.44, Synergy_HSA=-5.10. (8) Drug 1: CC12CCC(CC1=CCC3C2CCC4(C3CC=C4C5=CN=CC=C5)C)O. Drug 2: COCCOC1=C(C=C2C(=C1)C(=NC=N2)NC3=CC=CC(=C3)C#C)OCCOC.Cl. Cell line: PC-3. Synergy scores: CSS=1.65, Synergy_ZIP=-2.08, Synergy_Bliss=-1.34, Synergy_Loewe=-1.26, Synergy_HSA=-0.370. (9) Drug 1: CN(C)C1=NC(=NC(=N1)N(C)C)N(C)C. Drug 2: C1=CC(=CC=C1CC(C(=O)O)N)N(CCCl)CCCl.Cl. Cell line: PC-3. Synergy scores: CSS=4.82, Synergy_ZIP=-2.40, Synergy_Bliss=3.22, Synergy_Loewe=-6.93, Synergy_HSA=1.28.